From a dataset of Reaction yield outcomes from USPTO patents with 853,638 reactions. Predict the reaction yield, written as a fraction of the theoretical maximum amount of product (1.0 means a 100% yield; for example, 0.34 means a 34% yield). (1) The reactants are Cl[C:2]1[C:7]([CH:8]=[O:9])=[CH:6][N:5]=[C:4]([NH:10][C:11](=[O:13])[CH3:12])[CH:3]=1.[Cl:14][C:15]1[CH:20]=[CH:19][C:18](B(O)O)=[C:17]([F:24])[CH:16]=1.C(=O)([O-])[O-].[Cs+].[Cs+]. The catalyst is O.C1COCC1.C1C=CC([P]([Pd]([P](C2C=CC=CC=2)(C2C=CC=CC=2)C2C=CC=CC=2)([P](C2C=CC=CC=2)(C2C=CC=CC=2)C2C=CC=CC=2)[P](C2C=CC=CC=2)(C2C=CC=CC=2)C2C=CC=CC=2)(C2C=CC=CC=2)C2C=CC=CC=2)=CC=1. The product is [Cl:14][C:15]1[CH:20]=[CH:19][C:18]([C:2]2[C:7]([CH:8]=[O:9])=[CH:6][N:5]=[C:4]([NH:10][C:11](=[O:13])[CH3:12])[CH:3]=2)=[C:17]([F:24])[CH:16]=1. The yield is 0.600. (2) The reactants are [Br-].FC1(F)OC2C=C(C)C(C3N=[CH:14][C:15]([NH:18][C:19](=O)[C:20]4[CH:25]=[CH:24][CH:23]=[CH:22][C:21]=4F)=[N:16]C=3)=CC=2O1.P([O-])([O-])([O-])=O.[K+].[K+].[K+].O1[CH2:43][CH2:42][O:41][CH2:40][CH2:39]1.[C:44](#N)C.O. No catalyst specified. The product is [CH3:39][C:40]1[O:41][C:42]2[CH:43]=[CH:21][CH:22]=[CH:23][C:24]=2[C:25]=1[C:20]1[CH:44]=[CH:14][C:15]([NH2:16])=[N:18][CH:19]=1. The yield is 0.760. (3) The reactants are [F:1][C:2]1[C:7]([F:8])=[C:6]([F:9])[C:5]([F:10])=[C:4]([F:11])[C:3]=1[CH:12]=[CH:13][C:14]1[CH:19]=[C:18]([O:20]C)[C:17]([CH2:22][CH2:23][CH3:24])=[C:16]([O:25]C)[CH:15]=1.Cl.N1C=CC=CC=1. No catalyst specified. The product is [F:1][C:2]1[C:7]([F:8])=[C:6]([F:9])[C:5]([F:10])=[C:4]([F:11])[C:3]=1[CH:12]=[CH:13][C:14]1[CH:15]=[C:16]([OH:25])[C:17]([CH2:22][CH2:23][CH3:24])=[C:18]([OH:20])[CH:19]=1. The yield is 0.210. (4) The reactants are [CH3:1][O:2][CH2:3][CH2:4][O:5][CH2:6]Cl.[OH:8][C:9]1[CH:16]=[CH:15][C:12]([CH:13]=[O:14])=[CH:11][CH:10]=1.C([O-])([O-])=O.[K+].[K+]. The catalyst is CC(C)=O. The product is [CH3:1][O:2][CH2:3][CH2:4][O:5][CH2:6][O:8][C:9]1[CH:16]=[CH:15][C:12]([CH:13]=[O:14])=[CH:11][CH:10]=1. The yield is 0.800. (5) The reactants are [F:1][C:2]1[CH:3]=[C:4](B(O)O)[CH:5]=[CH:6][CH:7]=1.Br[C:12]1[CH:13]=[C:14]([CH:18]=[CH:19][CH:20]=1)[C:15]([OH:17])=[O:16].C([O-])([O-])=O.[Na+].[Na+].CN(C=O)C. The catalyst is CCO.C1C=CC([P]([Pd]([P](C2C=CC=CC=2)(C2C=CC=CC=2)C2C=CC=CC=2)([P](C2C=CC=CC=2)(C2C=CC=CC=2)C2C=CC=CC=2)[P](C2C=CC=CC=2)(C2C=CC=CC=2)C2C=CC=CC=2)(C2C=CC=CC=2)C2C=CC=CC=2)=CC=1.O. The product is [F:1][C:2]1[CH:3]=[C:4]([C:12]2[CH:13]=[C:14]([CH:18]=[CH:19][CH:20]=2)[C:15]([OH:17])=[O:16])[CH:5]=[CH:6][CH:7]=1. The yield is 0.560. (6) The reactants are [Br:1]Br.[Cl:3][C:4]1[CH:5]=[CH:6][C:7]2[N:8]([CH:10]=[CH:11][N:12]=2)[N:9]=1. The catalyst is C(O)(=O)C. The product is [Br:1][C:10]1[N:8]2[N:9]=[C:4]([Cl:3])[CH:5]=[CH:6][C:7]2=[N:12][CH:11]=1. The yield is 0.920. (7) The yield is 0.780. The product is [CH2:15]([O:17][C:18](=[O:55])[C:19]([O:47][C:48]1[CH:53]=[CH:52][CH:51]=[CH:50][C:49]=1[F:54])([CH3:46])[CH2:20][C:21]1[CH:26]=[CH:25][C:24]([O:27][CH2:28][CH2:29][CH:30]2[CH2:34][NH:33][C:32](=[O:44])[N:31]2[CH3:45])=[CH:23][CH:22]=1)[CH3:16]. The reactants are FC(F)(F)C(O)=O.C([SiH](CC)CC)C.[CH2:15]([O:17][C:18](=[O:55])[C:19]([O:47][C:48]1[CH:53]=[CH:52][CH:51]=[CH:50][C:49]=1[F:54])([CH3:46])[CH2:20][C:21]1[CH:26]=[CH:25][C:24]([O:27][CH2:28][CH2:29][CH:30]2[CH2:34][N:33](CC3C=CC(OC)=CC=3)[C:32](=[O:44])[N:31]2[CH3:45])=[CH:23][CH:22]=1)[CH3:16]. No catalyst specified. (8) The reactants are [CH2:1]1[C:10]2[C:5](=[CH:6][CH:7]=[CH:8][CH:9]=2)[CH2:4][CH2:3][NH:2]1.[Cl:11][C:12]1[CH:17]=[N:16][CH:15]=[C:14](Cl)[N:13]=1. No catalyst specified. The product is [Cl:11][C:12]1[N:13]=[C:14]([N:2]2[CH2:3][CH2:4][C:5]3[C:10](=[CH:9][CH:8]=[CH:7][CH:6]=3)[CH2:1]2)[CH:15]=[N:16][CH:17]=1. The yield is 0.950. (9) The reactants are [F:1][C:2]1[C:7]2[N:8]=[C:9]([CH2:11][C:12]3[C:20]4[C:15](=[CH:16][CH:17]=[CH:18][CH:19]=4)[N:14]([CH2:21][C:22]([O:24]CC)=[O:23])[CH:13]=3)[S:10][C:6]=2[C:5]([F:27])=[CH:4][C:3]=1[F:28].[OH-].[Na+].Cl. The catalyst is COCCOC. The product is [F:1][C:2]1[C:7]2[N:8]=[C:9]([CH2:11][C:12]3[C:20]4[C:15](=[CH:16][CH:17]=[CH:18][CH:19]=4)[N:14]([CH2:21][C:22]([OH:24])=[O:23])[CH:13]=3)[S:10][C:6]=2[C:5]([F:27])=[CH:4][C:3]=1[F:28]. The yield is 0.980.